This data is from Forward reaction prediction with 1.9M reactions from USPTO patents (1976-2016). The task is: Predict the product of the given reaction. (1) The product is: [CH3:39][S:40]([O:18][C:9]([C:7]1[CH:6]=[C:5]([CH3:19])[C:4]([NH:20][C:21]([C:22]2[CH:27]=[CH:26][CH:25]=[C:24]([N+:28]([O-:30])=[O:29])[CH:23]=2)=[O:31])=[C:3]([CH2:1][CH3:2])[CH:8]=1)([C:14]([F:16])([F:17])[F:15])[C:10]([F:13])([F:12])[F:11])(=[O:42])=[O:41]. Given the reactants [CH2:1]([C:3]1[CH:8]=[C:7]([C:9]([OH:18])([C:14]([F:17])([F:16])[F:15])[C:10]([F:13])([F:12])[F:11])[CH:6]=[C:5]([CH3:19])[C:4]=1[NH:20][C:21](=[O:31])[C:22]1[CH:27]=[CH:26][CH:25]=[C:24]([N+:28]([O-:30])=[O:29])[CH:23]=1)[CH3:2].C(N(CC)CC)C.[CH3:39][S:40](Cl)(=[O:42])=[O:41], predict the reaction product. (2) Given the reactants COC1C=CC(CN(CC2C=CC(OC)=CC=2)C2N=CC(C3C4CCN(C5C=CC(C=O)=CC=5)C=4N=C(N4CCOCC4)N=3)=CN=2)=CC=1.N1CCOCC1.COC1C=CC(C[N:62](CC2C=CC(OC)=CC=2)[C:63]2[N:68]=[CH:67][C:66]([C:69]3[C:70]4[CH2:83][CH2:82][N:81]([C:84]5[CH:89]=[CH:88][C:87]([CH2:90][N:91]6[CH2:96][CH2:95][O:94][CH2:93][CH2:92]6)=[CH:86][CH:85]=5)[C:71]=4[N:72]=[C:73]([N:75]4[CH2:80][CH2:79][O:78][CH2:77][CH2:76]4)[N:74]=3)=[CH:65][N:64]=2)=CC=1, predict the reaction product. The product is: [N:75]1([C:73]2[N:74]=[C:69]([C:66]3[CH:67]=[N:68][C:63]([NH2:62])=[N:64][CH:65]=3)[C:70]3[CH2:83][CH2:82][N:81]([C:84]4[CH:89]=[CH:88][C:87]([CH2:90][N:91]5[CH2:92][CH2:93][O:94][CH2:95][CH2:96]5)=[CH:86][CH:85]=4)[C:71]=3[N:72]=2)[CH2:76][CH2:77][O:78][CH2:79][CH2:80]1.